This data is from Full USPTO retrosynthesis dataset with 1.9M reactions from patents (1976-2016). The task is: Predict the reactants needed to synthesize the given product. (1) Given the product [C:1]([O:22][CH2:21][CH2:20][O:19][C:16]1[CH:15]=[CH:14][C:13]([C:11](=[O:12])[C:8]([OH:7])([CH3:9])[CH3:10])=[CH:18][CH:17]=1)(=[O:5])[C:2]([CH3:4])=[CH2:3], predict the reactants needed to synthesize it. The reactants are: [C:1](Cl)(=[O:5])[C:2]([CH3:4])=[CH2:3].[OH:7][C:8]([C:11]([C:13]1[CH:18]=[CH:17][C:16]([O:19][CH2:20][CH2:21][OH:22])=[CH:15][CH:14]=1)=[O:12])([CH3:10])[CH3:9].C=CC1C=CC(S([O-])(=O)=O)=CC=1.[Na+]. (2) Given the product [C:15]([C:14]1[CH:17]=[C:18]([F:21])[CH:19]=[CH:20][C:13]=1[CH2:12][NH:3][C:4](=[O:11])[O:34][C:30]([CH3:33])([CH3:32])[CH3:31])#[N:16], predict the reactants needed to synthesize it. The reactants are: O=C1C2C(=CC=CC=2)[C:4](=[O:11])[N:3]1[CH2:12][C:13]1[CH:20]=[CH:19][C:18]([F:21])=[CH:17][C:14]=1[C:15]#[N:16].O1CCCC1.O.NN.[C:30]([O:34]C(OC([O:34][C:30]([CH3:33])([CH3:32])[CH3:31])=O)=O)([CH3:33])([CH3:32])[CH3:31]. (3) Given the product [Br:1][C:2]1[CH:22]=[CH:21][C:5]2[N:6]=[C:7]([NH:9][C:10]3[CH:15]=[C:14]([CH2:16][O:17][CH3:18])[N:13]=[C:12]([S:25]([CH3:30])(=[O:27])=[O:24])[N:11]=3)[S:8][C:4]=2[CH:3]=1, predict the reactants needed to synthesize it. The reactants are: [Br:1][C:2]1[CH:22]=[CH:21][C:5]2[N:6]=[C:7]([NH:9][C:10]3[CH:15]=[C:14]([CH2:16][O:17][CH3:18])[N:13]=[C:12](SC)[N:11]=3)[S:8][C:4]=2[CH:3]=1.O[O:24][S:25]([O-:27])=O.[K+].O.[CH3:30]N(C)C=O.